Predict the reaction yield, written as a fraction of the theoretical maximum amount of product (1.0 means a 100% yield; for example, 0.34 means a 34% yield). From a dataset of Reaction yield outcomes from USPTO patents with 853,638 reactions. (1) The reactants are [CH:1]([C:4]1[CH:8]=[C:7]([C:9]([O:11][CH2:12][CH3:13])=[O:10])[NH:6][N:5]=1)([CH3:3])[CH3:2].[Cl:14][C:15]1[CH:22]=[C:21]([Cl:23])[CH:20]=[CH:19][C:16]=1[CH2:17]Cl.C(=O)([O-])[O-].[K+].[K+].CN(C)C=O. The catalyst is O. The product is [Cl:14][C:15]1[CH:22]=[C:21]([Cl:23])[CH:20]=[CH:19][C:16]=1[CH2:17][N:6]1[C:7]([C:9]([O:11][CH2:12][CH3:13])=[O:10])=[CH:8][C:4]([CH:1]([CH3:3])[CH3:2])=[N:5]1. The yield is 0.560. (2) The reactants are P(Cl)(Cl)(Cl)=O.CN([CH:9]=[O:10])C.[S:11]1[C:15]([NH:16][C:17](=[O:32])[CH2:18][N:19]2[C:27]3[CH2:26][CH2:25][CH2:24][CH2:23][C:22]=3[C:21]([C:28]([F:31])([F:30])[F:29])=[N:20]2)=[CH:14][C:13]2[CH2:33][CH2:34][CH2:35][CH2:36][C:12]1=2.C([O-])(=O)C.[Na+]. The catalyst is ClCCCl.C(Cl)Cl. The product is [CH:9]([C:14]1[C:13]2[CH2:33][CH2:34][CH2:35][CH2:36][C:12]=2[S:11][C:15]=1[NH:16][C:17](=[O:32])[CH2:18][N:19]1[C:27]2[CH2:26][CH2:25][CH2:24][CH2:23][C:22]=2[C:21]([C:28]([F:31])([F:29])[F:30])=[N:20]1)=[O:10]. The yield is 0.860. (3) The reactants are [NH2:1][C:2]1[CH:9]=[CH:8][C:5]([C:6]#[N:7])=[C:4]([Cl:10])[CH:3]=1.[CH:11]12[CH2:17][CH2:16][CH:15]1[C:14](=[O:18])[O:13][C:12]2=[O:19]. The catalyst is C1(C)C=CC=CC=1.[Cl-].[Na+].O. The product is [Cl:10][C:4]1[CH:3]=[C:2]([NH:1][C:14]([CH:15]2[CH2:16][CH2:17][CH:11]2[C:12]([OH:19])=[O:13])=[O:18])[CH:9]=[CH:8][C:5]=1[C:6]#[N:7]. The yield is 0.354. (4) The reactants are [NH2:1][C:2]1[C:11]2[C:6](=[C:7](Br)[CH:8]=[CH:9][CH:10]=2)[N:5]=[N:4][C:3]=1[C:13]([NH:15][CH:16]1[CH2:18][CH2:17]1)=[O:14].[CH3:19][O:20][C:21]1[C:26](B(O)O)=[CH:25][CH:24]=[CH:23][N:22]=1. No catalyst specified. The product is [NH2:1][C:2]1[C:11]2[C:6](=[C:7]([C:26]3[C:21]([O:20][CH3:19])=[N:22][CH:23]=[CH:24][CH:25]=3)[CH:8]=[CH:9][CH:10]=2)[N:5]=[N:4][C:3]=1[C:13]([NH:15][CH:16]1[CH2:18][CH2:17]1)=[O:14]. The yield is 0.760. (5) The reactants are [Cl-].O[NH3+:3].[C:4](=[O:7])([O-])[OH:5].[Na+].CS(C)=O.[Si]([O:20][C:21]1[CH:61]=[CH:60][C:24]([O:25][C@H:26]2[CH2:31][CH2:30][C@H:29]([N:32]3[C:37](=[O:38])[C:36]([CH2:39][C:40]4[CH:45]=[CH:44][C:43]([C:46]5[C:47]([C:52]#[N:53])=[CH:48][CH:49]=[CH:50][CH:51]=5)=[CH:42][CH:41]=4)=[C:35]([CH2:54][CH2:55][CH3:56])[N:34]4[N:57]=[CH:58][N:59]=[C:33]34)[CH2:28][CH2:27]2)=[CH:23][CH:22]=1)(C(C)(C)C)(C)C. The catalyst is O.C(OCC)(=O)C. The product is [OH:20][C:21]1[CH:22]=[CH:23][C:24]([O:25][C@H:26]2[CH2:27][CH2:28][C@H:29]([N:32]3[C:37](=[O:38])[C:36]([CH2:39][C:40]4[CH:41]=[CH:42][C:43]([C:46]5[CH:51]=[CH:50][CH:49]=[CH:48][C:47]=5[C:52]5[NH:53][C:4](=[O:7])[O:5][N:3]=5)=[CH:44][CH:45]=4)=[C:35]([CH2:54][CH2:55][CH3:56])[N:34]4[N:57]=[CH:58][N:59]=[C:33]34)[CH2:30][CH2:31]2)=[CH:60][CH:61]=1. The yield is 0.140. (6) The reactants are Br[C:2]1[CH:14]=[CH:13][C:5]2[NH:6][C:7](=[O:12])[O:8][C:9]([CH3:11])([CH3:10])[C:4]=2[CH:3]=1.[Li]CCCC.CCCCCC.[B:26]([O-])([O-:28])[O-:27]. The catalyst is C1COCC1. The product is [CH3:10][C:9]1([CH3:11])[C:4]2[CH:3]=[C:2]([B:26]([OH:28])[OH:27])[CH:14]=[CH:13][C:5]=2[NH:6][C:7](=[O:12])[O:8]1. The yield is 0.810.